This data is from Forward reaction prediction with 1.9M reactions from USPTO patents (1976-2016). The task is: Predict the product of the given reaction. (1) Given the reactants [C:1]([O:4][CH2:5][C:6]1[CH2:13][S:12][C@@H:11]2[N:8]([C:9](=[O:33])[C@H:10]2[NH:14][C:15](=[O:32])[CH2:16][N:17]([CH2:25][C:26]2[CH:31]=[CH:30][CH:29]=[CH:28][N:27]=2)[CH2:18][C:19]2[CH:24]=[CH:23][CH:22]=[CH:21][N:20]=2)[C:7]=1[C:34]([O:36]C)=[O:35])(=[O:3])[CH3:2].O.[OH-].[Li+].Cl, predict the reaction product. The product is: [C:1]([O:4][CH2:5][C:6]1[CH2:13][S:12][C@@H:11]2[N:8]([C:9](=[O:33])[C@H:10]2[NH:14][C:15](=[O:32])[CH2:16][N:17]([CH2:25][C:26]2[CH:31]=[CH:30][CH:29]=[CH:28][N:27]=2)[CH2:18][C:19]2[CH:24]=[CH:23][CH:22]=[CH:21][N:20]=2)[C:7]=1[C:34]([OH:36])=[O:35])(=[O:3])[CH3:2]. (2) Given the reactants [CH:1]1([CH2:4][O:5][C:6]2[C:7]([OH:24])=[C:8]([C:14]3[CH:15]=[C:16]4[C:20](=[CH:21][CH:22]=3)[C:19](=[O:23])[O:18][CH2:17]4)[CH:9]=[CH:10][C:11]=2[O:12][CH3:13])[CH2:3][CH2:2]1.C(=O)([O-])[O-].[K+].[K+].[CH2:31](I)[CH3:32], predict the reaction product. The product is: [CH:1]1([CH2:4][O:5][C:6]2[C:7]([O:24][CH2:31][CH3:32])=[C:8]([C:14]3[CH:15]=[C:16]4[C:20](=[CH:21][CH:22]=3)[C:19](=[O:23])[O:18][CH2:17]4)[CH:9]=[CH:10][C:11]=2[O:12][CH3:13])[CH2:3][CH2:2]1. (3) Given the reactants [F:1][C:2]([C:5]1[N:6]=[C:7]([CH2:10][N:11]2[CH:15]=[CH:14][C:13]([NH2:16])=[N:12]2)[S:8][CH:9]=1)([F:4])[CH3:3].[C:17]1([C:23]2[O:27][CH:26]=[N:25][C:24]=2[C:28](O)=[O:29])[CH:22]=[CH:21][CH:20]=[CH:19][CH:18]=1, predict the reaction product. The product is: [F:1][C:2]([C:5]1[N:6]=[C:7]([CH2:10][N:11]2[CH:15]=[CH:14][C:13]([NH:16][C:28]([C:24]3[N:25]=[CH:26][O:27][C:23]=3[C:17]3[CH:18]=[CH:19][CH:20]=[CH:21][CH:22]=3)=[O:29])=[N:12]2)[S:8][CH:9]=1)([F:4])[CH3:3]. (4) Given the reactants [H-].[Al+3].[Li+].[H-].[H-].[H-].[OH-].[Na+].[CH2:9]1[CH2:13][O:12][CH2:11][CH2:10]1, predict the reaction product. The product is: [CH:9]1([CH2:13][OH:12])[CH2:10][CH2:11][CH2:11][CH2:10][CH2:9][CH2:13]1.